This data is from Forward reaction prediction with 1.9M reactions from USPTO patents (1976-2016). The task is: Predict the product of the given reaction. (1) Given the reactants [CH2:1]([O:8][C:9]1[C:10]([O:27][CH3:28])=[CH:11][C:12]([N+:24]([O-])=O)=[C:13]([CH:23]=1)[C:14]([N:16]1[CH2:20][CH2:19][CH2:18][CH:17]1[CH2:21][OH:22])=[O:15])[C:2]1[CH:7]=[CH:6][CH:5]=[CH:4][CH:3]=1.[Sn](Cl)Cl, predict the reaction product. The product is: [NH2:24][C:12]1[CH:11]=[C:10]([O:27][CH3:28])[C:9]([O:8][CH2:1][C:2]2[CH:7]=[CH:6][CH:5]=[CH:4][CH:3]=2)=[CH:23][C:13]=1[C:14]([N:16]1[CH2:20][CH2:19][CH2:18][CH:17]1[CH2:21][OH:22])=[O:15]. (2) Given the reactants Cl.[CH3:2][C:3]1[CH:4]=[N:5][N:6]([C:8](=[NH:10])[NH2:9])[CH:7]=1.C[O-].[Na+].C([O:16][CH:17]=[C:18]([C:24](OCC)=O)[C:19]([O:21]CC)=[O:20])C.[OH-].[K+].Cl, predict the reaction product. The product is: [OH:16][C:17]1[C:18]([C:19]([OH:21])=[O:20])=[CH:24][N:9]=[C:8]([N:6]2[CH:7]=[C:3]([CH3:2])[CH:4]=[N:5]2)[N:10]=1. (3) Given the reactants I[C:2]1[CH:7]=[CH:6][C:5]([OH:8])=[CH:4][CH:3]=1.[F:9][C:10]1[CH:15]=[CH:14][C:13](B(O)O)=[CH:12][CH:11]=1.C([O-])([O-])=O.[K+].[K+], predict the reaction product. The product is: [F:9][C:10]1[CH:15]=[CH:14][C:13]([C:2]2[CH:7]=[CH:6][C:5]([OH:8])=[CH:4][CH:3]=2)=[CH:12][CH:11]=1. (4) Given the reactants Cl.[CH3:2][O:3][C:4]1[CH:5]=[C:6]([C:12]2[C:13]([CH3:25])([CH3:24])[C:14](=[O:23])[N:15]([CH:17]3[CH2:22][CH2:21][NH:20][CH2:19][CH2:18]3)[N:16]=2)[CH:7]=[CH:8][C:9]=1[O:10][CH3:11].[F:26][C:27]1[CH:32]=[CH:31][C:30]([S:33](Cl)(=[O:35])=[O:34])=[C:29]([CH3:37])[CH:28]=1, predict the reaction product. The product is: [CH3:2][O:3][C:4]1[CH:5]=[C:6]([C:12]2[C:13]([CH3:25])([CH3:24])[C:14](=[O:23])[N:15]([CH:17]3[CH2:22][CH2:21][N:20]([S:33]([C:30]4[CH:31]=[CH:32][C:27]([F:26])=[CH:28][C:29]=4[CH3:37])(=[O:34])=[O:35])[CH2:19][CH2:18]3)[N:16]=2)[CH:7]=[CH:8][C:9]=1[O:10][CH3:11]. (5) The product is: [CH2:1]([NH:3][C:4](=[O:5])[O:6][C@H:7]1[CH2:11][CH2:10][NH:9][CH2:8]1)[CH3:2]. Given the reactants [CH2:1]([NH:3][C:4]([O:6][C@H:7]1[CH2:11][CH2:10][N:9](C(OC(C)(C)C)=O)[CH2:8]1)=[O:5])[CH3:2].Cl, predict the reaction product. (6) Given the reactants [F:1][C:2]1[CH:7]=[CH:6][C:5](/[CH:8]=[CH:9]/[C:10]2[CH:15]=[CH:14][C:13]([S:16]([C:19]3[N:24]=[C:23]([CH:25]=O)[CH:22]=[CH:21][CH:20]=3)(=[O:18])=[O:17])=[CH:12][CH:11]=2)=[CH:4][CH:3]=1.[NH:27]1[CH2:32][CH2:31][O:30][CH2:29][CH2:28]1.C(O)(=O)C.C([BH3-])#N.[Na+].[OH-].[Na+], predict the reaction product. The product is: [F:1][C:2]1[CH:7]=[CH:6][C:5](/[CH:8]=[CH:9]/[C:10]2[CH:15]=[CH:14][C:13]([S:16]([C:19]3[N:24]=[C:23]([CH2:25][N:27]4[CH2:32][CH2:31][O:30][CH2:29][CH2:28]4)[CH:22]=[CH:21][CH:20]=3)(=[O:17])=[O:18])=[CH:12][CH:11]=2)=[CH:4][CH:3]=1. (7) Given the reactants [Cl:1][C:2]1[CH:3]=[C:4]2[C:9](=[C:10]([N+:12]([O-])=O)[CH:11]=1)[N:8]=[CH:7][CH:6]=[CH:5]2.[NH4+].[Cl-].O, predict the reaction product. The product is: [Cl:1][C:2]1[CH:3]=[C:4]2[C:9](=[C:10]([NH2:12])[CH:11]=1)[N:8]=[CH:7][CH:6]=[CH:5]2. (8) The product is: [Cl:8][C:5]1[CH:6]=[CH:7][C:2]([NH:12][C:13]2[S:14][CH:15]=[CH:16][C:17]=2[C:18]#[N:19])=[C:3]([N+:9]([O-:11])=[O:10])[CH:4]=1. Given the reactants Cl[C:2]1[CH:7]=[CH:6][C:5]([Cl:8])=[CH:4][C:3]=1[N+:9]([O-:11])=[O:10].[NH2:12][C:13]1[S:14][CH:15]=[CH:16][C:17]=1[C:18]#[N:19].O.[OH-].[Li+], predict the reaction product. (9) Given the reactants [C:1](O)(=O)/[CH:2]=[CH:3]/[C:4]([OH:6])=O.[C:9]1([CH:15]2[CH2:21][CH2:20][CH2:19][CH2:18][NH:17][CH2:16]2)[CH:14]=[CH:13][CH:12]=[CH:11][CH:10]=1.C(C1C=CC(O[C:29]2[CH:37]=[CH:36][C:32]([C:33]([NH2:35])=[O:34])=[CH:31][N:30]=2)=CC=1)=O.[C:40](O[BH-](OC(=O)C)OC(=O)C)(=O)[CH3:41].[Na+].[C:54](O)(=O)C, predict the reaction product. The product is: [C:9]1([CH:15]2[CH2:21][CH2:20][CH2:19][CH2:18][N:17]([CH2:54][C:1]3[CH:2]=[CH:3][C:4]([O:6][C:31]4[N:30]=[CH:29][CH:37]=[CH:36][C:32]=4[C:33]([NH2:35])=[O:34])=[CH:41][CH:40]=3)[CH2:16]2)[CH:14]=[CH:13][CH:12]=[CH:11][CH:10]=1.